This data is from NCI-60 drug combinations with 297,098 pairs across 59 cell lines. The task is: Regression. Given two drug SMILES strings and cell line genomic features, predict the synergy score measuring deviation from expected non-interaction effect. (1) Drug 1: CN(C)C1=NC(=NC(=N1)N(C)C)N(C)C. Drug 2: C1CN(CCN1C(=O)CCBr)C(=O)CCBr. Cell line: IGROV1. Synergy scores: CSS=39.6, Synergy_ZIP=-6.47, Synergy_Bliss=-0.646, Synergy_Loewe=0.373, Synergy_HSA=3.69. (2) Drug 1: C1=NC2=C(N=C(N=C2N1C3C(C(C(O3)CO)O)F)Cl)N. Drug 2: CC1=C2C(C(=O)C3(C(CC4C(C3C(C(C2(C)C)(CC1OC(=O)C(C(C5=CC=CC=C5)NC(=O)C6=CC=CC=C6)O)O)OC(=O)C7=CC=CC=C7)(CO4)OC(=O)C)O)C)OC(=O)C. Cell line: HCC-2998. Synergy scores: CSS=35.5, Synergy_ZIP=-5.29, Synergy_Bliss=-4.81, Synergy_Loewe=-12.1, Synergy_HSA=-2.01. (3) Drug 1: CCC1=C2CN3C(=CC4=C(C3=O)COC(=O)C4(CC)O)C2=NC5=C1C=C(C=C5)O. Drug 2: C(=O)(N)NO. Cell line: LOX IMVI. Synergy scores: CSS=10.6, Synergy_ZIP=-1.23, Synergy_Bliss=-2.89, Synergy_Loewe=-29.9, Synergy_HSA=-6.05.